Task: Predict the reactants needed to synthesize the given product.. Dataset: Full USPTO retrosynthesis dataset with 1.9M reactions from patents (1976-2016) (1) Given the product [Cl:29][C:30]1[C:35]([C:36]([NH:1][C@H:2]([C:23]2[CH:24]=[CH:25][CH:26]=[CH:27][CH:28]=2)[CH2:3][CH2:4][N:5]2[CH2:10][CH2:9][CH:8]([C:11]3[CH:16]=[CH:15][CH:14]=[C:13]([NH:17][C:18](=[O:22])[CH:19]([CH3:21])[CH3:20])[CH:12]=3)[CH2:7][CH2:6]2)=[O:37])=[CH:34][N:33]=[C:32]2[N:39]([CH3:43])[N:40]=[C:41]([CH3:42])[C:31]=12, predict the reactants needed to synthesize it. The reactants are: [NH2:1][C@H:2]([C:23]1[CH:28]=[CH:27][CH:26]=[CH:25][CH:24]=1)[CH2:3][CH2:4][N:5]1[CH2:10][CH2:9][CH:8]([C:11]2[CH:12]=[C:13]([NH:17][C:18](=[O:22])[CH:19]([CH3:21])[CH3:20])[CH:14]=[CH:15][CH:16]=2)[CH2:7][CH2:6]1.[Cl:29][C:30]1[C:35]([C:36](Cl)=[O:37])=[CH:34][N:33]=[C:32]2[N:39]([CH3:43])[N:40]=[C:41]([CH3:42])[C:31]=12. (2) Given the product [Cl:40][C:23]1[S:22][C:21]([C:18]2[CH:19]=[CH:20][C:15]([C:12]3[CH:13]=[CH:14][C:9]([C:6]4([C:4]([OH:5])=[O:3])[CH2:8][CH2:7]4)=[CH:10][CH:11]=3)=[C:16]([O:41][CH3:42])[CH:17]=2)=[C:25]([NH:26][C:27]([O:29][CH:30]([C:32]2[CH:37]=[C:36]([F:38])[CH:35]=[CH:34][C:33]=2[Cl:39])[CH3:31])=[O:28])[CH:24]=1, predict the reactants needed to synthesize it. The reactants are: C([O:3][C:4]([C:6]1([C:9]2[CH:14]=[CH:13][C:12]([C:15]3[CH:20]=[CH:19][C:18]([C:21]4[S:22][C:23]([Cl:40])=[CH:24][C:25]=4[NH:26][C:27]([O:29][CH:30]([C:32]4[CH:37]=[C:36]([F:38])[CH:35]=[CH:34][C:33]=4[Cl:39])[CH3:31])=[O:28])=[CH:17][C:16]=3[O:41][CH3:42])=[CH:11][CH:10]=2)[CH2:8][CH2:7]1)=[O:5])C.[OH-].[Na+].Cl. (3) Given the product [ClH:58].[ClH:58].[OH:8][C@@H:7]1[CH2:6][N:5]([CH2:9][CH2:10][N:11]2[C:20]3[C:15](=[CH:16][CH:17]=[C:18]([O:21][CH3:22])[CH:19]=3)[CH:14]=[CH:13][C:12]2=[O:23])[CH2:4][C@@H:3]1[CH2:2][NH:1][CH2:35][C:33]1[CH:32]=[CH:31][C:28]2[S:29][CH2:30][C:25](=[O:24])[NH:26][C:27]=2[N:34]=1, predict the reactants needed to synthesize it. The reactants are: [NH2:1][CH2:2][C@@H:3]1[C@H:7]([OH:8])[CH2:6][N:5]([CH2:9][CH2:10][N:11]2[C:20]3[C:15](=[CH:16][CH:17]=[C:18]([O:21][CH3:22])[CH:19]=3)[CH:14]=[CH:13][C:12]2=[O:23])[CH2:4]1.[O:24]=[C:25]1[CH2:30][S:29][C:28]2[CH:31]=[CH:32][C:33]([CH:35]=O)=[N:34][C:27]=2[NH:26]1.C(=O)([O-])[O-].[Na+].[Na+].C(O[BH-](OC(=O)C)OC(=O)C)(=O)C.[Na+].C(Cl)[Cl:58]. (4) Given the product [OH:14][CH2:15][CH:16]([CH2:18][OH:19])[OH:17].[C:1]([OH:13])(=[O:12])[CH2:2][C:3]([CH2:8][C:9]([OH:11])=[O:10])([C:5]([OH:7])=[O:6])[OH:4], predict the reactants needed to synthesize it. The reactants are: [C:1]([OH:13])(=[O:12])[CH2:2][C:3]([CH2:8][C:9]([OH:11])=[O:10])([C:5]([OH:7])=[O:6])[OH:4].[OH:14][CH2:15][CH:16]([CH2:18][OH:19])[OH:17]. (5) Given the product [NH2:18][CH:5]([CH2:4][O:3][CH2:1][CH3:2])[CH2:6][NH:7][C:8](=[O:17])[O:9][CH2:10][C:11]1[CH:16]=[CH:15][CH:14]=[CH:13][CH:12]=1, predict the reactants needed to synthesize it. The reactants are: [CH2:1]([O:3][CH2:4][CH:5]([NH:18]C(=O)OC(C)(C)C)[CH2:6][NH:7][C:8](=[O:17])[O:9][CH2:10][C:11]1[CH:16]=[CH:15][CH:14]=[CH:13][CH:12]=1)[CH3:2].Cl. (6) Given the product [C:1]([O:5][C:6]([N:8]1[CH2:12][C@H:11]([OH:13])[CH2:10][C@H:9]1[C:14](=[O:16])[NH:25][CH:19]1[CH2:18][CH2:17][CH2:22]1)=[O:7])([CH3:2])([CH3:3])[CH3:4], predict the reactants needed to synthesize it. The reactants are: [C:1]([O:5][C:6]([N:8]1[CH2:12][C@H:11]([OH:13])[CH2:10][C@H:9]1[C:14]([OH:16])=O)=[O:7])([CH3:4])([CH3:3])[CH3:2].[CH:17]1[CH:22]=NC2N(O)N=[N:25][C:19]=2[CH:18]=1.C1(N)CCC1.C([O-])(O)=O.[Na+].